Predict the reactants needed to synthesize the given product. From a dataset of Full USPTO retrosynthesis dataset with 1.9M reactions from patents (1976-2016). (1) Given the product [ClH:46].[F:1][C:2]1[CH:3]=[CH:4][C:5]([CH3:23])=[C:6]([S:8]([NH:11][C:12]2[C:21]3[C:16](=[CH:17][CH:18]=[CH:19][CH:20]=3)[C:15]([C:34]3[CH2:29][CH2:28][NH:35][CH2:26][CH:25]=3)=[CH:14][CH:13]=2)(=[O:10])=[O:9])[CH:7]=1, predict the reactants needed to synthesize it. The reactants are: [F:1][C:2]1[CH:3]=[CH:4][C:5]([CH3:23])=[C:6]([S:8]([NH:11][C:12]2[C:21]3[C:16](=[CH:17][CH:18]=[CH:19][CH:20]=3)[C:15](Br)=[CH:14][CH:13]=2)(=[O:10])=[O:9])[CH:7]=1.Br[C:25]1[C:34]2[C:29](=CC=CC=2)[C:28]([NH2:35])=C[CH:26]=1.FC1C=CC(C)=C(S([Cl:46])(=O)=O)C=1.Cl. (2) Given the product [OH:9][CH2:8][C:5]1[CH:6]=[CH:7][N:2]([CH3:1])[C:3](=[O:11])[CH:4]=1, predict the reactants needed to synthesize it. The reactants are: [CH3:1][N:2]1[CH:7]=[CH:6][C:5]([C:8](O)=[O:9])=[CH:4][C:3]1=[O:11].ClC(OCC)=O. (3) The reactants are: [OH:1][C@@:2]1([CH2:22][O:23][CH3:24])[CH2:7][CH2:6][CH2:5][CH2:4][C@H:3]1[N:8]1[C:12]([C:13]2[CH:18]=[CH:17][CH:16]=[CH:15][CH:14]=2)=[C:11]([C:19](O)=[O:20])[N:10]=[CH:9]1.[CH2:25]([N:32]1[CH2:37][CH2:36][NH:35][C@H:34]([CH2:38][C:39]2[CH:44]=[C:43]([F:45])[CH:42]=[C:41]([F:46])[CH:40]=2)[CH2:33]1)[C:26]1[CH:31]=[CH:30][CH:29]=[CH:28][CH:27]=1.CCN=C=NCCCN(C)C.Cl.C1C=CC2N(O)N=NC=2C=1.C(=O)([O-])O.[Na+]. Given the product [CH2:25]([N:32]1[CH2:37][CH2:36][N:35]([C:19]([C:11]2[N:10]=[CH:9][N:8]([C@@H:3]3[CH2:4][CH2:5][CH2:6][CH2:7][C@:2]3([CH2:22][O:23][CH3:24])[OH:1])[C:12]=2[C:13]2[CH:18]=[CH:17][CH:16]=[CH:15][CH:14]=2)=[O:20])[C@H:34]([CH2:38][C:39]2[CH:44]=[C:43]([F:45])[CH:42]=[C:41]([F:46])[CH:40]=2)[CH2:33]1)[C:26]1[CH:27]=[CH:28][CH:29]=[CH:30][CH:31]=1, predict the reactants needed to synthesize it. (4) Given the product [S:41]([C:45]1[CH:51]=[CH:50][C:48]([CH3:49])=[CH:47][CH:46]=1)([OH:44])(=[O:43])=[O:42].[S:52]([C:56]1[CH:62]=[CH:61][C:59]([CH3:60])=[CH:58][CH:57]=1)([OH:55])(=[O:54])=[O:53].[OH2:8].[Cl:63][C:64]1[CH:65]=[C:66]([NH:79][C:80]2[C:89]3[C:84](=[CH:85][CH:86]=[C:87]([C:90]4[O:91][C:92]([CH2:95][NH:96][CH2:97][CH2:98][S:99]([CH3:102])(=[O:100])=[O:101])=[CH:93][CH:94]=4)[CH:88]=3)[N:83]=[CH:82][N:81]=2)[CH:67]=[CH:68][C:69]=1[O:70][CH2:71][C:72]1[CH:77]=[CH:76][CH:75]=[CH:74][C:73]=1[F:78], predict the reactants needed to synthesize it. The reactants are: ClC1C=C(NC2C3C(=CC=C(C4OC(CNCCS(C)(=O)=O)=CC=4)C=3)N=CN=2)C=CC=1[O:8]CC1C=CC=CC=1F.[S:41]([C:45]1[CH:51]=[CH:50][C:48]([CH3:49])=[CH:47][CH:46]=1)([OH:44])(=[O:43])=[O:42].[S:52]([C:56]1[CH:62]=[CH:61][C:59]([CH3:60])=[CH:58][CH:57]=1)([OH:55])(=[O:54])=[O:53].[Cl:63][C:64]1[CH:65]=[C:66]([NH:79][C:80]2[C:89]3[C:84](=[CH:85][CH:86]=[C:87]([C:90]4[O:91][C:92]([CH2:95][NH:96][CH2:97][CH2:98][S:99]([CH3:102])(=[O:101])=[O:100])=[CH:93][CH:94]=4)[CH:88]=3)[N:83]=[CH:82][N:81]=2)[CH:67]=[CH:68][C:69]=1[O:70][CH2:71][C:72]1[CH:77]=[CH:76][CH:75]=[CH:74][C:73]=1[F:78]. (5) Given the product [CH:6]([O:9][C:10]1[CH:18]=[CH:17][C:13]([C:14]([NH2:16])=[O:15])=[CH:12][C:11]=1[N:19]=[C:22]=[S:23])([CH3:8])[CH3:7], predict the reactants needed to synthesize it. The reactants are: C(=O)(O)[O-].[Na+].[CH:6]([O:9][C:10]1[CH:18]=[CH:17][C:13]([C:14]([NH2:16])=[O:15])=[CH:12][C:11]=1[N+:19]([O-])=O)([CH3:8])[CH3:7].[C:22](Cl)(Cl)=[S:23].